From a dataset of Forward reaction prediction with 1.9M reactions from USPTO patents (1976-2016). Predict the product of the given reaction. (1) Given the reactants [CH2:1]([O:8][C:9]([N:11]1[CH2:16][CH2:15][N:14]([C:17]2[CH:25]=[C:24]([Br:26])[CH:23]=[CH:22][C:18]=2[C:19](O)=[O:20])[CH2:13][CH2:12]1)=[O:10])[C:2]1[CH:7]=[CH:6][CH:5]=[CH:4][CH:3]=1.B.C1COCC1, predict the reaction product. The product is: [Br:26][C:24]1[CH:23]=[CH:22][C:18]([CH2:19][OH:20])=[C:17]([N:14]2[CH2:15][CH2:16][N:11]([C:9]([O:8][CH2:1][C:2]3[CH:3]=[CH:4][CH:5]=[CH:6][CH:7]=3)=[O:10])[CH2:12][CH2:13]2)[CH:25]=1. (2) Given the reactants C([N:8]1[CH2:18][CH2:17][C:16]2[C:15]3[CH:19]=[CH:20][CH:21]=[CH:22][C:14]=3[C:13](=[O:23])[NH:12][CH2:11][C:10]=2[CH2:9]1)C1C=CC=CC=1.[C:32](O[C:32]([O:34][C:35]([CH3:38])([CH3:37])[CH3:36])=[O:33])([O:34][C:35]([CH3:38])([CH3:37])[CH3:36])=[O:33], predict the reaction product. The product is: [O:23]=[C:13]1[C:14]2[CH:22]=[CH:21][CH:20]=[CH:19][C:15]=2[C@H:16]2[CH2:17][CH2:18][N:8]([C:32]([O:34][C:35]([CH3:36])([CH3:37])[CH3:38])=[O:33])[CH2:9][C@H:10]2[CH2:11][NH:12]1. (3) Given the reactants [CH3:1][C:2]1[CH:7]=[C:6]([CH3:8])[CH:5]=[CH:4][C:3]=1[NH:9][CH2:10][CH:11]([CH3:13])[CH3:12].[F:14][C:15]1[CH:20]=[CH:19][C:18]([S:21](Cl)(=[O:23])=[O:22])=[CH:17][C:16]=1[CH3:25], predict the reaction product. The product is: [CH3:1][C:2]1[CH:7]=[C:6]([CH3:8])[CH:5]=[CH:4][C:3]=1[N:9]([CH2:10][CH:11]([CH3:13])[CH3:12])[S:21]([C:18]1[CH:19]=[CH:20][C:15]([F:14])=[C:16]([CH3:25])[CH:17]=1)(=[O:22])=[O:23]. (4) Given the reactants [CH:1]([C:4]1[N:8]=[C:7]([N:9]2[CH2:14][CH2:13][CH:12]([N:15]3[CH2:19][CH2:18][C@H:17]([NH:20][C:21](=[O:27])[O:22][C:23]([CH3:26])([CH3:25])[CH3:24])[C:16]3=[O:28])[CH2:11][CH2:10]2)[S:6][N:5]=1)([CH3:3])[CH3:2].[H-].[Na+].I[CH3:32].O, predict the reaction product. The product is: [CH:1]([C:4]1[N:8]=[C:7]([N:9]2[CH2:14][CH2:13][CH:12]([N:15]3[CH2:19][CH2:18][C@H:17]([N:20]([CH3:32])[C:21](=[O:27])[O:22][C:23]([CH3:26])([CH3:25])[CH3:24])[C:16]3=[O:28])[CH2:11][CH2:10]2)[S:6][N:5]=1)([CH3:3])[CH3:2]. (5) Given the reactants [Cl:1][C:2]1[CH:3]=[C:4]([CH:25]=[CH:26][C:27]=1[Cl:28])[CH2:5][C:6]1[NH:7][C:8](=[O:24])[C:9]2[C:14]([CH3:15])=[C:13]([CH2:16][C:17]([O:19]CCCC)=[O:18])[S:12][C:10]=2[N:11]=1.[OH-].[Na+].Cl, predict the reaction product. The product is: [Cl:1][C:2]1[CH:3]=[C:4]([CH:25]=[CH:26][C:27]=1[Cl:28])[CH2:5][C:6]1[NH:7][C:8](=[O:24])[C:9]2[C:14]([CH3:15])=[C:13]([CH2:16][C:17]([OH:19])=[O:18])[S:12][C:10]=2[N:11]=1. (6) Given the reactants [Cl:1][C:2]1[CH:3]=[C:4]([N+:9]([O-:11])=[O:10])[CH:5]=[CH:6][C:7]=1F.[F:12][C:13]1[CH:14]=[C:15]([CH:18]=[CH:19][CH:20]=1)[CH2:16][OH:17], predict the reaction product. The product is: [Cl:1][C:2]1[CH:3]=[C:4]([N+:9]([O-:11])=[O:10])[CH:5]=[CH:6][C:7]=1[O:17][CH2:16][C:15]1[CH:18]=[CH:19][CH:20]=[C:13]([F:12])[CH:14]=1.